Dataset: NCI-60 drug combinations with 297,098 pairs across 59 cell lines. Task: Regression. Given two drug SMILES strings and cell line genomic features, predict the synergy score measuring deviation from expected non-interaction effect. Drug 1: CC1=C(C=C(C=C1)NC(=O)C2=CC=C(C=C2)CN3CCN(CC3)C)NC4=NC=CC(=N4)C5=CN=CC=C5. Drug 2: N.N.Cl[Pt+2]Cl. Cell line: CCRF-CEM. Synergy scores: CSS=47.2, Synergy_ZIP=0.624, Synergy_Bliss=0.534, Synergy_Loewe=-9.67, Synergy_HSA=0.191.